This data is from Full USPTO retrosynthesis dataset with 1.9M reactions from patents (1976-2016). The task is: Predict the reactants needed to synthesize the given product. (1) Given the product [C:36]1(=[O:45])[C:37]2[C:42](=[CH:41][CH:40]=[CH:39][CH:38]=2)[C:43](=[O:44])[NH:35]1, predict the reactants needed to synthesize it. The reactants are: [N+](C)([O-])=O.C(=O)([O-])[O-].[K+].[K+].BrC1C=C(C(=O)/C=C(\C2C=C(Cl)C=C(Cl)C=2)/C(F)(F)F)C=CC=1C[N:35]1[C:43](=[O:44])[C:42]2[C:37](=[CH:38][CH:39]=[CH:40][CH:41]=2)[C:36]1=[O:45].O. (2) Given the product [CH3:1][O:2][C:3]([C:5]1[S:6][C:7]([C:20]([CH3:22])([CH3:21])[CH3:19])=[CH:8][C:9]=1[CH2:10][Br:11])=[O:4], predict the reactants needed to synthesize it. The reactants are: [CH3:1][O:2][C:3]([C:5]1[S:6][CH:7]=[CH:8][C:9]=1[CH3:10])=[O:4].[Br:11]N1C(=O)CCC1=O.[CH3:19][C:20](N=N[C:20]([C:22]#N)([CH3:21])[CH3:19])([C:22]#N)[CH3:21]. (3) Given the product [ClH:31].[ClH:31].[NH:8]1[CH2:13][CH2:12][CH:11]([NH:14][C:15]2[N:24]=[C:23]([O:25][CH3:26])[C:22]3[C:17](=[CH:18][C:19]([O:29][CH3:30])=[C:20]([O:27][CH3:28])[CH:21]=3)[N:16]=2)[CH2:10][CH2:9]1, predict the reactants needed to synthesize it. The reactants are: C(OC([N:8]1[CH2:13][CH2:12][CH:11]([NH:14][C:15]2[N:24]=[C:23]([O:25][CH3:26])[C:22]3[C:17](=[CH:18][C:19]([O:29][CH3:30])=[C:20]([O:27][CH3:28])[CH:21]=3)[N:16]=2)[CH2:10][CH2:9]1)=O)(C)(C)C.[ClH:31]. (4) Given the product [F:1][C:2]1[CH:3]=[C:4]([C@H:9]2[CH2:14][C@@H:13]([C:15]3[O:19][NH:18][C:17](=[O:20])[CH:16]=3)[CH2:12][CH2:11][NH:10]2)[CH:5]=[CH:6][C:7]=1[F:8], predict the reactants needed to synthesize it. The reactants are: [F:1][C:2]1[CH:3]=[C:4]([C@H:9]2[CH2:14][C@@H:13]([C:15]3[O:19][NH:18][C:17](=[O:20])[CH:16]=3)[CH2:12][CH2:11][N:10]2C(OC)=O)[CH:5]=[CH:6][C:7]=1[F:8].Br. (5) Given the product [OH:29][C@H:24]1[CH2:25][CH2:26][CH2:27][CH2:28][C@@H:23]1[N:13]1[C:12](=[O:30])[C:11]2[C:16](=[C:17]3[CH:22]=[CH:21][N:20]=[CH:19][C:18]3=[C:9]([CH2:8][C:5]3[CH:6]=[N:7][C:2]([CH3:32])=[CH:3][CH:4]=3)[CH:10]=2)[N:15]=[CH:14]1, predict the reactants needed to synthesize it. The reactants are: Cl[C:2]1[N:7]=[CH:6][C:5]([CH2:8][C:9]2[CH:10]=[C:11]3[C:16](=[C:17]4[CH:22]=[CH:21][N:20]=[CH:19][C:18]=24)[N:15]=[CH:14][N:13]([C@H:23]2[CH2:28][CH2:27][CH2:26][CH2:25][C@@H:24]2[OH:29])[C:12]3=[O:30])=[CH:4][CH:3]=1.[Cl-].[CH2:32]1COCC1. (6) Given the product [CH2:29]([O:36][C:37]1[CH:42]=[CH:41][C:40]([C:9]2[CH2:14][CH2:13][N:12]([C:15]([O:17][C:18]([CH3:19])([CH3:20])[CH3:21])=[O:16])[CH2:11][CH:10]=2)=[CH:39][CH:38]=1)[C:30]1[CH:35]=[CH:34][CH:33]=[CH:32][CH:31]=1, predict the reactants needed to synthesize it. The reactants are: CC1(C)C(C)(C)OB([C:9]2[CH2:14][CH2:13][N:12]([C:15]([O:17][C:18]([CH3:21])([CH3:20])[CH3:19])=[O:16])[CH2:11][CH:10]=2)O1.C(COC)OC.[CH2:29]([O:36][C:37]1[CH:42]=[CH:41][C:40](Br)=[CH:39][CH:38]=1)[C:30]1[CH:35]=[CH:34][CH:33]=[CH:32][CH:31]=1.C(=O)([O-])[O-].[Na+].[Na+]. (7) Given the product [Cl:10][C:9]1[CH:8]=[CH:7][N:6]=[C:5]2[NH:11][C:2]([C:30]3[CH:38]=[CH:37][C:33]([C:34]([OH:36])=[O:35])=[CH:32][CH:31]=3)=[N:3][C:4]=12, predict the reactants needed to synthesize it. The reactants are: Br[C:2]1[N:11](S(C2C=CC(C)=CC=2)(=O)=O)[C:5]2=[N:6][CH:7]=[CH:8][C:9]([Cl:10])=[C:4]2[N:3]=1.CC1(C)C(C)(C)OB([C:30]2[CH:38]=[CH:37][C:33]([C:34]([OH:36])=[O:35])=[CH:32][CH:31]=2)O1.C(=O)([O-])[O-].[K+].[K+].O1CCOCC1.O.N#N.ClCCl.